This data is from Reaction yield outcomes from USPTO patents with 853,638 reactions. The task is: Predict the reaction yield, written as a fraction of the theoretical maximum amount of product (1.0 means a 100% yield; for example, 0.34 means a 34% yield). The reactants are [Cl:1][C:2]1[CH:7]=[CH:6][C:5]([C:8]2[S:9][C:10]([C@@H:13]([NH:15][C:16]3[N:21]=[C:20]([N:22]4[C@@H:26]([C@@H:27]([OH:29])[CH3:28])[CH2:25][O:24][C:23]4=[O:30])[CH:19]=[CH:18][N:17]=3)[CH3:14])=[CH:11][N:12]=2)=[CH:4][CH:3]=1.CCN(C(C)C)C(C)C.[CH3:40][S:41](Cl)(=[O:43])=[O:42]. The catalyst is C(Cl)Cl. The product is [CH3:40][S:41]([O:29][C@H:27]([C@H:26]1[CH2:25][O:24][C:23](=[O:30])[N:22]1[C:20]1[CH:19]=[CH:18][N:17]=[C:16]([NH:15][C@H:13]([C:10]2[S:9][C:8]([C:5]3[CH:6]=[CH:7][C:2]([Cl:1])=[CH:3][CH:4]=3)=[N:12][CH:11]=2)[CH3:14])[N:21]=1)[CH3:28])(=[O:43])=[O:42]. The yield is 0.940.